Task: Predict the product of the given reaction.. Dataset: Forward reaction prediction with 1.9M reactions from USPTO patents (1976-2016) (1) The product is: [CH2:1]([O:8][C:9]1[CH:18]=[C:17]2[C:12]([C:13]([O:32][C:25]3[CH:26]=[CH:27][C:28]([N+:29]([O-:31])=[O:30])=[C:23]([F:22])[CH:24]=3)=[CH:14][CH:15]=[N:16]2)=[CH:11][C:10]=1[C:20]#[N:21])[C:2]1[CH:7]=[CH:6][CH:5]=[CH:4][CH:3]=1. Given the reactants [CH2:1]([O:8][C:9]1[CH:18]=[C:17]2[C:12]([C:13](Cl)=[CH:14][CH:15]=[N:16]2)=[CH:11][C:10]=1[C:20]#[N:21])[C:2]1[CH:7]=[CH:6][CH:5]=[CH:4][CH:3]=1.[F:22][C:23]1[CH:24]=[C:25]([OH:32])[CH:26]=[CH:27][C:28]=1[N+:29]([O-:31])=[O:30].C(N(CC)C(C)C)(C)C.O, predict the reaction product. (2) Given the reactants [Cl:1][C:2]1[C:3](F)=[N:4][CH:5]=[CH:6][CH:7]=1.[F:9][C:10]1([F:21])[CH2:13][CH:12]([C:14]([O:16][C:17]([CH3:20])([CH3:19])[CH3:18])=[O:15])[CH2:11]1.C[Si](C)(C)[N-][Si](C)(C)C.[Na+], predict the reaction product. The product is: [Cl:1][C:2]1[C:3]([C:12]2([C:14]([O:16][C:17]([CH3:20])([CH3:19])[CH3:18])=[O:15])[CH2:11][C:10]([F:21])([F:9])[CH2:13]2)=[N:4][CH:5]=[CH:6][CH:7]=1. (3) The product is: [C:50]([O:49][C:47](=[O:48])[CH2:46][C@@:10]1([C:14]([OH:16])=[O:15])[C@H:11]([CH3:13])[CH2:12][NH:8][CH2:9]1)([CH3:53])([CH3:52])[CH3:51]. Given the reactants C([N:8]1[CH2:12][C@@H:11]([CH3:13])[C@H:10]([C:14]([O:16]CC2C=CC(OC)=CC=2)=[O:15])[CH2:9]1)C1C=CC=CC=1.C([N-]C(C)C)(C)C.[Li+].CCCCCC.O1CCCC1.Br[CH2:46][C:47]([O:49][C:50]([CH3:53])([CH3:52])[CH3:51])=[O:48].[Cl-].[NH4+], predict the reaction product. (4) Given the reactants [CH3:1][C@H:2]([CH2:29]C=C)[C:3]([O:5][CH2:6][C@H:7]([NH:14][C:15](=[O:28])[C@H:16]([O:20][Si:21]([C:24]([CH3:27])([CH3:26])[CH3:25])([CH3:23])[CH3:22])[CH2:17][CH:18]=[CH2:19])[C:8]1[CH:13]=[CH:12][CH:11]=[CH:10][CH:9]=1)=[O:4], predict the reaction product. The product is: [Si:21]([O:20][C@@H:16]1[CH2:17][CH:18]=[CH:19][CH2:29][C@@H:2]([CH3:1])[C:3](=[O:4])[O:5][CH2:6][C@@H:7]([C:8]2[CH:13]=[CH:12][CH:11]=[CH:10][CH:9]=2)[NH:14][C:15]1=[O:28])([C:24]([CH3:26])([CH3:25])[CH3:27])([CH3:22])[CH3:23]. (5) Given the reactants [CH2:1]([N:8]1[CH2:13][CH2:12][C:11](O)([C:14]2[CH:15]=[N:16][CH:17]=[CH:18][CH:19]=2)[CH2:10][CH2:9]1)[C:2]1[CH:7]=[CH:6][CH:5]=[CH:4][CH:3]=1.S(OS([O-])(=O)=O)([O-])(=O)=O.[K+].[K+], predict the reaction product. The product is: [CH2:1]([N:8]1[CH2:9][CH:10]=[C:11]([C:14]2[CH:15]=[N:16][CH:17]=[CH:18][CH:19]=2)[CH2:12][CH2:13]1)[C:2]1[CH:3]=[CH:4][CH:5]=[CH:6][CH:7]=1.